Dataset: Full USPTO retrosynthesis dataset with 1.9M reactions from patents (1976-2016). Task: Predict the reactants needed to synthesize the given product. Given the product [Cl:1][C:2]1[C:3]([F:19])=[C:4]([C:8]2[O:12][N:11]=[C:10]([C:13]([OH:15])=[O:14])[C:9]=2[CH3:18])[CH:5]=[CH:6][CH:7]=1, predict the reactants needed to synthesize it. The reactants are: [Cl:1][C:2]1[C:3]([F:19])=[C:4]([C:8]2[O:12][N:11]=[C:10]([C:13]([O:15]CC)=[O:14])[C:9]=2[CH3:18])[CH:5]=[CH:6][CH:7]=1.Cl.NO.